Dataset: Full USPTO retrosynthesis dataset with 1.9M reactions from patents (1976-2016). Task: Predict the reactants needed to synthesize the given product. (1) Given the product [CH2:33]([S:35]([N:23]1[CH2:24][CH2:25][CH:20]([C:11]2[C:10]3[C:14](=[C:15]([C:17]([NH2:19])=[O:18])[CH:16]=[C:8]([C:2]4[CH:3]=[CH:4][CH:5]=[CH:6][CH:7]=4)[CH:9]=3)[NH:13][N:12]=2)[CH2:21][CH2:22]1)(=[O:37])=[O:36])[CH3:34], predict the reactants needed to synthesize it. The reactants are: Cl.[C:2]1([C:8]2[CH:9]=[C:10]3[C:14](=[C:15]([C:17]([NH2:19])=[O:18])[CH:16]=2)[NH:13][N:12]=[C:11]3[CH:20]2[CH2:25][CH2:24][NH:23][CH2:22][CH2:21]2)[CH:7]=[CH:6][CH:5]=[CH:4][CH:3]=1.C(N(CC)CC)C.[CH2:33]([S:35](Cl)(=[O:37])=[O:36])[CH3:34]. (2) Given the product [CH3:1][O:2][C:3](=[O:27])[CH2:4][CH2:5][CH2:6][CH2:7][CH2:8][NH:9][C:10]1[C:11]2[C:18]([C:19]3[CH:24]=[CH:23][C:22]([O:25][CH3:26])=[CH:21][CH:20]=3)=[C:17]([Br:28])[O:16][C:12]=2[N:13]=[CH:14][N:15]=1, predict the reactants needed to synthesize it. The reactants are: [CH3:1][O:2][C:3](=[O:27])[CH2:4][CH2:5][CH2:6][CH2:7][CH2:8][NH:9][C:10]1[C:11]2[C:18]([C:19]3[CH:24]=[CH:23][C:22]([O:25][CH3:26])=[CH:21][CH:20]=3)=[CH:17][O:16][C:12]=2[N:13]=[CH:14][N:15]=1.[Br:28]N1C(=O)CCC1=O. (3) Given the product [CH2:22]([O:21][C:19](=[O:20])[C:18]([NH:17][C:14](=[O:16])[CH2:15][C:4]1[CH:13]=[CH:12][C:11]2[C:6](=[CH:7][CH:8]=[CH:9][CH:10]=2)[CH:5]=1)([CH3:29])[C:24]([O:26][CH2:27][CH3:28])=[O:25])[CH3:23], predict the reactants needed to synthesize it. The reactants are: BrC([C:4]1[CH:13]=[CH:12][C:11]2[C:6](=[CH:7][CH:8]=[CH:9][CH:10]=2)[CH:5]=1)C.[C:14]([NH:17][CH:18]([C:24]([O:26][CH2:27][CH3:28])=[O:25])[C:19]([O:21][CH2:22][CH3:23])=[O:20])(=[O:16])[CH3:15].[CH3:29]C[O-].[Na+]. (4) Given the product [CH:38]1([CH2:41][O:42][C:43]2[CH:51]=[CH:50][C:46]3[O:47][CH2:48][O:49][C:45]=3[C:44]=2[C:52]2[C:53]3[NH:60][CH:59]=[C:58]([C:61]([NH:1][C@H:2]([CH2:32][C:33]4[N:34]=[CH:35][NH:36][CH:37]=4)[C:3]([N:5]4[CH2:10][CH2:9][CH:8]([N:11]5[N:20]=[C:19]([C:21]6[CH:26]=[CH:25][C:24]([O:27][CH3:28])=[C:23]([O:29][CH3:30])[CH:22]=6)[C@@H:18]6[C@@H:13]([CH2:14][CH2:15][CH2:16][CH2:17]6)[C:12]5=[O:31])[CH2:7][CH2:6]4)=[O:4])=[O:62])[C:54]=3[N:55]=[CH:56][N:57]=2)[CH2:39][CH2:40]1, predict the reactants needed to synthesize it. The reactants are: [NH2:1][C@H:2]([CH2:32][C:33]1[N:34]=[CH:35][NH:36][CH:37]=1)[C:3]([N:5]1[CH2:10][CH2:9][CH:8]([N:11]2[N:20]=[C:19]([C:21]3[CH:26]=[CH:25][C:24]([O:27][CH3:28])=[C:23]([O:29][CH3:30])[CH:22]=3)[C@@H:18]3[C@@H:13]([CH2:14][CH2:15][CH2:16][CH2:17]3)[C:12]2=[O:31])[CH2:7][CH2:6]1)=[O:4].[CH:38]1([CH2:41][O:42][C:43]2[CH:51]=[CH:50][C:46]3[O:47][CH2:48][O:49][C:45]=3[C:44]=2[C:52]2[C:53]3[NH:60][CH:59]=[C:58]([C:61](O)=[O:62])[C:54]=3[N:55]=[CH:56][N:57]=2)[CH2:40][CH2:39]1.CN(C(ON1N=NC2C=CC=CC1=2)=[N+](C)C)C.F[P-](F)(F)(F)(F)F.CCN(C(C)C)C(C)C. (5) Given the product [CH3:1][O:2][C:3]([C:5]1[C:13]2[C:8](=[CH:9][CH:10]=[CH:11][CH:12]=2)[N:7]([CH2:15][CH3:16])[CH:6]=1)=[O:4], predict the reactants needed to synthesize it. The reactants are: [CH3:1][O:2][C:3]([C:5]1[C:13]2[C:8](=[CH:9][CH:10]=[CH:11][CH:12]=2)[NH:7][CH:6]=1)=[O:4].I[CH2:15][CH3:16].[H-].[Na+]. (6) Given the product [ClH:36].[CH:1]1([C:4]2[CH:8]=[C:7]([CH:9]3[CH2:11][CH2:10]3)[N:6]([C:12]3[N:17]=[CH:16][C:15]([NH:18][C:19]([C:21]4[S:25][CH:24]=[N:23][C:22]=4[CH3:26])=[O:20])=[CH:14][CH:13]=3)[N:5]=2)[CH2:2][CH2:3]1, predict the reactants needed to synthesize it. The reactants are: [CH:1]1([C:4]2[CH:8]=[C:7]([CH:9]3[CH2:11][CH2:10]3)[N:6]([C:12]3[N:17]=[CH:16][C:15]([NH:18][C:19]([C:21]4[S:25][CH:24]=[N:23][C:22]=4[CH3:26])=[O:20])=[CH:14][CH:13]=3)[N:5]=2)[CH2:3][CH2:2]1.CC1N=CSC=1C(O)=O.[ClH:36]. (7) The reactants are: [OH:1][CH:2]1[CH2:9][CH2:8][O:7][CH2:6][CH2:5][N:4]([C:10]([O:12][C:13]([CH3:16])([CH3:15])[CH3:14])=[O:11])[CH2:3]1.CC(OI1(OC(C)=O)(OC(C)=O)OC(=O)C2C=CC=CC1=2)=O.[NH4+].[Cl-]. Given the product [O:1]=[C:2]1[CH2:9][CH2:8][O:7][CH2:6][CH2:5][N:4]([C:10]([O:12][C:13]([CH3:16])([CH3:15])[CH3:14])=[O:11])[CH2:3]1, predict the reactants needed to synthesize it. (8) Given the product [NH2:25][C:22]1[CH:21]=[CH:20][C:19]([C:7]2[N:6]=[C:5]([NH:4][CH:1]([CH3:3])[CH3:2])[CH:10]=[C:9]([N:11]3[CH2:12][CH:13]4[O:18][CH:16]([CH2:15][CH2:14]4)[CH2:17]3)[N:8]=2)=[CH:24][CH:23]=1, predict the reactants needed to synthesize it. The reactants are: [CH:1]([NH:4][C:5]1[CH:10]=[C:9]([N:11]2[CH2:17][CH:16]3[O:18][CH:13]([CH2:14][CH2:15]3)[CH2:12]2)[N:8]=[C:7]([C:19]2[CH:24]=[CH:23][C:22]([N+:25]([O-])=O)=[CH:21][CH:20]=2)[N:6]=1)([CH3:3])[CH3:2].